Dataset: Reaction yield outcomes from USPTO patents with 853,638 reactions. Task: Predict the reaction yield, written as a fraction of the theoretical maximum amount of product (1.0 means a 100% yield; for example, 0.34 means a 34% yield). (1) The reactants are Br[C:2]1[CH:11]=[CH:10][C:5]([C:6]([O:8][CH3:9])=[O:7])=[CH:4][C:3]=1[F:12].[Br-].[CH2:14]([Zn+])[CH:15]([CH3:17])[CH3:16]. The catalyst is C1COCC1.CC(C)([P](C(C)(C)C)([Pd][P](C(C)(C)C)(C(C)(C)C)C(C)(C)C)C(C)(C)C)C. The product is [F:12][C:3]1[CH:4]=[C:5]([CH:10]=[CH:11][C:2]=1[CH2:14][CH:15]([CH3:17])[CH3:16])[C:6]([O:8][CH3:9])=[O:7]. The yield is 0.840. (2) The reactants are [CH2:1]([O:8][C:9]1[C:14]([CH3:15])=[CH:13][C:12]([C:16]#[C:17][Si](C)(C)C)=[CH:11][C:10]=1[CH3:22])[C:2]1[CH:7]=[CH:6][CH:5]=[CH:4][CH:3]=1.[F-].C([N+](CCCC)(CCCC)CCCC)CCC.[NH4+].[Cl-]. The catalyst is C1COCC1. The product is [CH2:1]([O:8][C:9]1[C:14]([CH3:15])=[CH:13][C:12]([C:16]#[CH:17])=[CH:11][C:10]=1[CH3:22])[C:2]1[CH:7]=[CH:6][CH:5]=[CH:4][CH:3]=1. The yield is 0.910. (3) The reactants are [CH3:1][C:2]1[C:14]2[NH:13][C:12]3[C:7](=[CH:8][CH:9]=[C:10]([OH:15])[CH:11]=3)[C:6]=2[CH:5]=[CH:4][N:3]=1.Br[CH2:17][CH:18]1[CH2:23][CH2:22][CH2:21][CH2:20][CH2:19]1. No catalyst specified. The product is [CH3:1][C:2]1[C:14]2[N:13]([CH2:17][CH:18]3[CH2:23][CH2:22][CH2:21][CH2:20][CH2:19]3)[C:12]3[C:7](=[CH:8][CH:9]=[C:10]([O:15][CH2:6][CH:7]4[CH2:12][CH2:11][CH2:10][CH2:9][CH2:8]4)[CH:11]=3)[C:6]=2[CH:5]=[CH:4][N:3]=1. The yield is 0.750.